From a dataset of Full USPTO retrosynthesis dataset with 1.9M reactions from patents (1976-2016). Predict the reactants needed to synthesize the given product. Given the product [Cl:1][C:2]1[CH:3]=[C:4]2[C:9](=[CH:10][CH:11]=1)[NH:8][CH:7]([C:12]1[CH:13]=[C:14]([S:18]([NH:24][CH3:25])(=[O:20])=[O:19])[CH:15]=[CH:16][CH:17]=1)[CH2:6][C:5]2([CH3:23])[CH3:22], predict the reactants needed to synthesize it. The reactants are: [Cl:1][C:2]1[CH:3]=[C:4]2[C:9](=[CH:10][CH:11]=1)[NH:8][CH:7]([C:12]1[CH:13]=[C:14]([S:18](Cl)(=[O:20])=[O:19])[CH:15]=[CH:16][CH:17]=1)[CH2:6][C:5]2([CH3:23])[CH3:22].[N:24]1C=CC=C[CH:25]=1.Cl.CN.